Dataset: Peptide-MHC class I binding affinity with 185,985 pairs from IEDB/IMGT. Task: Regression. Given a peptide amino acid sequence and an MHC pseudo amino acid sequence, predict their binding affinity value. This is MHC class I binding data. (1) The peptide sequence is TPRDLGACI. The MHC is HLA-B15:01 with pseudo-sequence HLA-B15:01. The binding affinity (normalized) is 0.0847. (2) The peptide sequence is NEINVELSL. The MHC is Mamu-A07 with pseudo-sequence Mamu-A07. The binding affinity (normalized) is 0.0541. (3) The peptide sequence is KLWASQIY. The MHC is HLA-B27:05 with pseudo-sequence HLA-B27:05. The binding affinity (normalized) is 0.